Dataset: Forward reaction prediction with 1.9M reactions from USPTO patents (1976-2016). Task: Predict the product of the given reaction. Given the reactants Cl[C:2]1[CH:7]=[C:6]([Cl:8])[N:5]=[C:4]([NH:9][C:10]2[CH:15]=[CH:14][C:13]([C:16]([F:19])([F:18])[F:17])=[CH:12][CH:11]=2)[N:3]=1.[N:20]1[C:29]2[C:24](=[CH:25][CH:26]=[CH:27][CH:28]=2)[C:23](B(O)O)=[CH:22][CH:21]=1.C([O-])([O-])=O.[K+].[K+], predict the reaction product. The product is: [Cl:8][C:6]1[CH:7]=[C:2]([C:23]2[C:24]3[C:29](=[CH:28][CH:27]=[CH:26][CH:25]=3)[N:20]=[CH:21][CH:22]=2)[N:3]=[C:4]([NH:9][C:10]2[CH:15]=[CH:14][C:13]([C:16]([F:19])([F:18])[F:17])=[CH:12][CH:11]=2)[N:5]=1.